Dataset: Forward reaction prediction with 1.9M reactions from USPTO patents (1976-2016). Task: Predict the product of the given reaction. (1) The product is: [NH2:20][C:18]1[N:17]([CH3:21])[N:16]=[C:15]([C:12]2[CH:13]=[CH:14][C:9]([OH:8])=[CH:10][CH:11]=2)[CH:19]=1. Given the reactants C([O:8][C:9]1[CH:14]=[CH:13][C:12]([C:15]2[CH:19]=[C:18]([NH2:20])[N:17]([CH3:21])[N:16]=2)=[CH:11][CH:10]=1)C1C=CC=CC=1, predict the reaction product. (2) Given the reactants [F:1][C:2]1[CH:7]=[CH:6][CH:5]=[C:4]([F:8])[C:3]=1[C:9]1[CH:18]=[C:17]2[C:12]([C@:13]3([CH2:22][C:23]#[N:24])[C:19]([CH3:21])([CH3:20])[C@H:16]2[CH2:15][CH2:14]3)=[N:11][N:10]=1.NO.[CH3:27]CO, predict the reaction product. The product is: [F:1][C:2]1[CH:7]=[CH:6][CH:5]=[C:4]([F:8])[C:3]=1[C:9]1[N:10]=[N:11][C:12]2[C@:13]3([CH2:22][C:23](=[NH:24])[CH3:27])[C:19]([CH3:20])([CH3:21])[C@H:16]([C:17]=2[CH:18]=1)[CH2:15][CH2:14]3. (3) Given the reactants [CH3:1][NH2:2].Cl.C[Al](C)C.CO[C:10](=[O:30])[CH2:11][CH:12]([C:21]1[CH:29]=[C:28]2[C:24]([CH:25]=[CH:26][NH:27]2)=[CH:23][CH:22]=1)[C:13]1[CH:18]=[CH:17][CH:16]=[CH:15][C:14]=1[O:19][CH3:20], predict the reaction product. The product is: [NH:27]1[C:28]2[C:24](=[CH:23][CH:22]=[C:21]([CH:12]([C:13]3[CH:18]=[CH:17][CH:16]=[CH:15][C:14]=3[O:19][CH3:20])[CH2:11][C:10]([NH:2][CH3:1])=[O:30])[CH:29]=2)[CH:25]=[CH:26]1. (4) Given the reactants [Cl:1][C:2]1[CH:10]=[CH:9][C:5]([C:6](O)=[O:7])=[C:4]([F:11])[CH:3]=1.[H-].[H-].[H-].[H-].[Li+].[Al+3], predict the reaction product. The product is: [Cl:1][C:2]1[CH:10]=[CH:9][C:5]([CH2:6][OH:7])=[C:4]([F:11])[CH:3]=1.